Dataset: Full USPTO retrosynthesis dataset with 1.9M reactions from patents (1976-2016). Task: Predict the reactants needed to synthesize the given product. Given the product [CH3:21][O:20][C:15]1[C:16]([O:18][CH3:19])=[CH:17][C:10]2[NH:9][C:8](=[O:22])[CH2:7][CH2:6][C:12](=[O:13])[C:11]=2[CH:14]=1, predict the reactants needed to synthesize it. The reactants are: C(OC([C:6]1[CH2:7][C:8](=[O:22])[NH:9][C:10]2[CH:17]=[C:16]([O:18][CH3:19])[C:15]([O:20][CH3:21])=[CH:14][C:11]=2[C:12]=1[OH:13])=O)C.O.